From a dataset of Reaction yield outcomes from USPTO patents with 853,638 reactions. Predict the reaction yield, written as a fraction of the theoretical maximum amount of product (1.0 means a 100% yield; for example, 0.34 means a 34% yield). (1) The catalyst is C(O)C. The yield is 0.430. The reactants are [NH:1]1[C:9]2[C:4](=[CH:5][CH:6]=[CH:7][CH:8]=2)[C:3](/[CH:10]=[C:11]2\[O:12][C:13]3[CH:20]=[C:19]([OH:21])[CH:18]=[CH:17][C:14]=3[C:15]\2=[O:16])=[CH:2]1.[CH3:22][N:23]([CH3:33])[CH2:24][CH2:25][CH2:26][N:27]1[CH2:32][CH2:31][NH:30][CH2:29][CH2:28]1.[CH2:34]=O. The product is [NH:1]1[C:9]2[C:4](=[CH:5][CH:6]=[CH:7][CH:8]=2)[C:3](/[CH:10]=[C:11]2\[O:12][C:13]3[C:20]([CH2:34][N:30]4[CH2:29][CH2:28][N:27]([CH2:26][CH2:25][CH2:24][N:23]([CH3:22])[CH3:33])[CH2:32][CH2:31]4)=[C:19]([OH:21])[CH:18]=[CH:17][C:14]=3[C:15]\2=[O:16])=[CH:2]1. (2) The reactants are [CH2:1]([N:3]([CH2:19][CH3:20])[CH2:4][CH2:5][N:6]1[CH2:11][CH2:10][C:9]2[NH:12][C:13]([CH:16]=O)=[C:14]([CH3:15])[C:8]=2[C:7]1=[O:18])[CH3:2].[CH3:21][C:22]1[CH:30]=[CH:29][CH:28]=[C:27]2[C:23]=1[CH2:24][C:25](=[O:31])[NH:26]2. No catalyst specified. The product is [CH2:1]([N:3]([CH2:19][CH3:20])[CH2:4][CH2:5][N:6]1[CH2:11][CH2:10][C:9]2[NH:12][C:13]([CH:16]=[C:24]3[C:23]4[C:27](=[CH:28][CH:29]=[CH:30][C:22]=4[CH3:21])[NH:26][C:25]3=[O:31])=[C:14]([CH3:15])[C:8]=2[C:7]1=[O:18])[CH3:2]. The yield is 0.525. (3) The reactants are [F:1][C@H:2]1[C@H:7]([C:8]2[CH:13]=[CH:12][C:11]([OH:14])=[C:10]([F:15])[CH:9]=2)[CH2:6][CH2:5][N:4](C(OC(C)(C)C)=O)[CH2:3]1.Cl. The catalyst is O1CCOCC1. The product is [F:15][C:10]1[CH:9]=[C:8]([C@@H:7]2[CH2:6][CH2:5][NH:4][CH2:3][C@H:2]2[F:1])[CH:13]=[CH:12][C:11]=1[OH:14]. The yield is 1.00. (4) The reactants are [F:1][C:2]([F:34])([F:33])[C:3]([C:12]1[N:17]=[C:16]([CH2:18][CH2:19][CH3:20])[C:15]([O:21][C:22]2[C:27](I)=[CH:26][N:25]=[C:24]([C:29](OC)=[O:30])[CH:23]=2)=[CH:14][CH:13]=1)([O:8][CH2:9][O:10][CH3:11])[C:4]([F:7])([F:6])[F:5].[H-].[Al+3].[Li+].[H-].[H-].[H-].O. The catalyst is O1CCCC1. The product is [F:33][C:2]([F:1])([F:34])[C:3]([C:12]1[N:17]=[C:16]([CH2:18][CH2:19][CH3:20])[C:15]([O:21][C:22]2[CH:27]=[CH:26][N:25]=[C:24]([CH2:29][OH:30])[CH:23]=2)=[CH:14][CH:13]=1)([O:8][CH2:9][O:10][CH3:11])[C:4]([F:7])([F:6])[F:5]. The yield is 0.380. (5) The reactants are P(Cl)(Cl)(Cl)=O.[F:6][C:7]1[CH:15]=[C:14]2[C:10]([CH:11]=[CH:12][NH:13]2)=[CH:9][C:8]=1[C:16]1[CH:21]=[CH:20][C:19]([O:22][CH3:23])=[CH:18][CH:17]=1.[OH-].[Na+].CN([CH:29]=[O:30])C. No catalyst specified. The product is [F:6][C:7]1[CH:15]=[C:14]2[C:10]([C:11]([CH:29]=[O:30])=[CH:12][NH:13]2)=[CH:9][C:8]=1[C:16]1[CH:21]=[CH:20][C:19]([O:22][CH3:23])=[CH:18][CH:17]=1. The yield is 0.650.